From a dataset of Reaction yield outcomes from USPTO patents with 853,638 reactions. Predict the reaction yield, written as a fraction of the theoretical maximum amount of product (1.0 means a 100% yield; for example, 0.34 means a 34% yield). (1) The reactants are C([N:8]1[CH2:13][CH2:12][N:11]([CH2:14][CH2:15][C:16]2[CH:21]=[CH:20][N:19]=[CH:18][CH:17]=2)[CH2:10][CH2:9]1)(OC(C)(C)C)=O.C(OCC)(=O)C.[ClH:28]. The catalyst is C(OCC)C. The product is [ClH:28].[N:19]1[CH:20]=[CH:21][C:16]([CH2:15][CH2:14][N:11]2[CH2:12][CH2:13][NH:8][CH2:9][CH2:10]2)=[CH:17][CH:18]=1. The yield is 0.870. (2) The reactants are [C:1](=[O:8])([S:6][CH3:7])[O:2][CH:3](Cl)[CH3:4].[C:9]([OH:14])(=[O:13])[CH:10]([CH3:12])[CH3:11].C(N(C(C)C)CC)(C)C. The catalyst is CCOCC. The product is [C:1](=[O:8])([S:6][CH3:7])[O:2][CH:3]([O:14][C:9](=[O:13])[CH:10]([CH3:12])[CH3:11])[CH3:4]. The yield is 0.970. (3) The reactants are [CH2:1]([C:3]1[CH:9]=[CH:8][C:6]([NH2:7])=[CH:5][CH:4]=1)[CH3:2].[CH:10](=O)[CH3:11].OS(O)(=O)=O.[BH4-].[Na+]. The catalyst is C1COCC1. The product is [CH2:10]([NH:7][C:6]1[CH:8]=[CH:9][C:3]([CH2:1][CH3:2])=[CH:4][CH:5]=1)[CH3:11]. The yield is 0.480. (4) The reactants are C(OC(=O)[NH:7][C@@H:8]1[C:16]2[C:11](=[CH:12][CH:13]=[CH:14][CH:15]=2)[CH2:10][C@@H:9]1[O:17][CH3:18])(C)(C)C.Cl.C(=O)([O-])[O-].[Na+].[Na+]. The catalyst is O1CCOCC1.O. The product is [CH3:18][O:17][C@H:9]1[CH2:10][C:11]2[C:16](=[CH:15][CH:14]=[CH:13][CH:12]=2)[C@H:8]1[NH2:7]. The yield is 0.990. (5) The reactants are [N:1]1[N:2]([CH2:6][C:7]2[CH:14]=[CH:13][C:10]([CH:11]=O)=[CH:9][CH:8]=2)[N:3]=[N:4][CH:5]=1.[NH2:15][C:16]1[N:17]=[N:18][C:19]([CH3:22])=[CH:20][CH:21]=1.C([O:25][C:26](=O)[C:27]([OH:42])=[CH:28][C:29](=[O:41])[C:30]1[CH:35]=[CH:34][C:33]([O:36][C:37]([F:40])([F:39])[F:38])=[CH:32][CH:31]=1)C. No catalyst specified. The product is [OH:42][C:27]1[C:26](=[O:25])[N:15]([C:16]2[N:17]=[N:18][C:19]([CH3:22])=[CH:20][CH:21]=2)[CH:11]([C:10]2[CH:13]=[CH:14][C:7]([CH2:6][N:2]3[N:3]=[N:4][CH:5]=[N:1]3)=[CH:8][CH:9]=2)[C:28]=1[C:29](=[O:41])[C:30]1[CH:31]=[CH:32][C:33]([O:36][C:37]([F:39])([F:40])[F:38])=[CH:34][CH:35]=1. The yield is 0.140. (6) The reactants are [OH:1][CH:2]1[CH2:5][N:4]([C:6]2[S:7][CH:8]=[C:9]([C:11](=[O:27])[NH:12][C@H:13]([CH2:18][O:19][Si:20]([C:23]([CH3:26])([CH3:25])[CH3:24])([CH3:22])[CH3:21])[C@@H:14]([CH3:17])[CH2:15][CH3:16])[N:10]=2)[CH2:3]1.[CH3:28][S:29](Cl)(=[O:31])=[O:30].C(N(CC)CC)C. The catalyst is C(Cl)Cl. The product is [Si:20]([O:19][CH2:18][C@@H:13]([NH:12][C:11]([C:9]1[N:10]=[C:6]([N:4]2[CH2:3][CH:2]([O:1][S:29]([CH3:28])(=[O:31])=[O:30])[CH2:5]2)[S:7][CH:8]=1)=[O:27])[C@@H:14]([CH3:17])[CH2:15][CH3:16])([C:23]([CH3:25])([CH3:24])[CH3:26])([CH3:22])[CH3:21]. The yield is 0.970.